From a dataset of Full USPTO retrosynthesis dataset with 1.9M reactions from patents (1976-2016). Predict the reactants needed to synthesize the given product. (1) The reactants are: CCCCCC.C([Li])CCC.BrC1C=C(F)C=CC=1.[N:20]1[C:29]2[C:24](=[C:25]3C=CC=C[C:26]3=[C:27]3C=CC=C[C:28]3=2)[N:23]=[CH:22][CH:21]=1. Given the product [N:20]1[C:29]2[C:24](=[CH:25][CH:26]=[CH:27][CH:28]=2)[N:23]=[CH:22][CH:21]=1, predict the reactants needed to synthesize it. (2) Given the product [CH2:1]([S:3][C:4]1[CH:9]=[CH:8][CH:7]=[CH:6][C:5]=1[C:20]1[C:29]([CH3:30])=[N:28][C:27]2[C:22](=[CH:23][CH:24]=[C:25]([C:31]([F:32])([F:33])[F:34])[CH:26]=2)[N:21]=1)[CH3:2], predict the reactants needed to synthesize it. The reactants are: [CH2:1]([S:3][C:4]1[CH:9]=[CH:8][CH:7]=[CH:6][C:5]=1B1OC(C)(C)C(C)(C)O1)[CH3:2].Cl[C:20]1[C:29]([CH3:30])=[N:28][C:27]2[C:22](=[CH:23][CH:24]=[C:25]([C:31]([F:34])([F:33])[F:32])[CH:26]=2)[N:21]=1.P([O-])([O-])([O-])=O.[K+].[K+].[K+].O1CCOCC1. (3) Given the product [CH3:1][O:2][CH2:3][CH:4]([NH:6][C:7]([C:9]1[CH:10]=[C:11]([C:16]2[CH:21]=[CH:20][C:19]([CH3:22])=[CH:18][CH:17]=2)[CH:12]=[C:13]([C:43]2[S:42][C:46]3[CH:47]=[CH:48][CH:49]=[CH:50][C:45]=3[N:44]=2)[CH:14]=1)=[O:8])[CH3:5], predict the reactants needed to synthesize it. The reactants are: [CH3:1][O:2][CH2:3][CH:4]([NH:6][C:7]([C:9]1[CH:10]=[C:11]([C:16]2[CH:21]=[CH:20][C:19]([CH3:22])=[CH:18][CH:17]=2)[CH:12]=[C:13](I)[CH:14]=1)=[O:8])[CH3:5].C1C=CC(P(C2C=CC=CC=2)C2C=CC=CC=2)=CC=1.[S:42]1[C:46]2[CH:47]=[CH:48][CH:49]=[CH:50][C:45]=2[N:44]=[CH:43]1. (4) Given the product [CH3:3][C:4]1[C:5]([N:12]2[N:16]=[CH:15][CH:14]=[N:13]2)=[C:6]([CH:9]=[CH:10][CH:11]=1)[C:7]([OH:17])=[O:1], predict the reactants needed to synthesize it. The reactants are: [OH-:1].[Na+].[CH3:3][C:4]1[C:5]([N:12]2[N:16]=[CH:15][CH:14]=[N:13]2)=[C:6]([CH:9]=[CH:10][CH:11]=1)[C:7]#N.[OH2:17]. (5) Given the product [CH3:22][C:21]1[CH:20]=[CH:19][C:15]([C:16]2[O:18][N:65]=[C:58]([C:59]3[CH:64]=[CH:63][CH:62]=[CH:61][N:60]=3)[N:57]=2)=[CH:14][C:13]=1[NH:12][C:10]([C:3]1[N:4]2[CH:9]=[CH:8][CH:7]=[CH:6][C:5]2=[N:1][CH:2]=1)=[O:11], predict the reactants needed to synthesize it. The reactants are: [N:1]1[CH:2]=[C:3]([C:10]([NH:12][C:13]2[CH:14]=[C:15]([CH:19]=[CH:20][C:21]=2[CH3:22])[C:16]([OH:18])=O)=[O:11])[N:4]2[CH:9]=[CH:8][CH:7]=[CH:6][C:5]=12.CCN(C(C)C)C(C)C.CN(C(ON1N=NC2C=CC=NC1=2)=[N+](C)C)C.F[P-](F)(F)(F)(F)F.O[N:57]=[C:58]([NH2:65])[C:59]1[CH:64]=[CH:63][CH:62]=[CH:61][N:60]=1. (6) Given the product [CH:1]1([N:5]2[CH2:10][CH2:9][NH:8][CH2:7][CH2:6]2)[CH2:4][CH2:3][CH2:2]1, predict the reactants needed to synthesize it. The reactants are: [CH:1]1([N:5]2[CH2:10][CH2:9][N:8](C(OC(C)(C)C)=O)[CH2:7][CH2:6]2)[CH2:4][CH2:3][CH2:2]1.Cl. (7) The reactants are: [CH2:1]([O:8][C:9]1[CH:14]=[C:13]([F:15])[CH:12]=[CH:11][C:10]=1[C:16]1[C:21]([F:22])=[CH:20][N:19]=[C:18](Cl)[N:17]=1)[C:2]1[CH:7]=[CH:6][CH:5]=[CH:4][CH:3]=1.[C:24]([S:28]([CH2:31][C:32]1[CH:33]=[C:34]([CH:36]=[CH:37][CH:38]=1)[NH2:35])(=[O:30])=[O:29])([CH3:27])([CH3:26])[CH3:25]. Given the product [CH2:1]([O:8][C:9]1[CH:14]=[C:13]([F:15])[CH:12]=[CH:11][C:10]=1[C:16]1[C:21]([F:22])=[CH:20][N:19]=[C:18]([NH:35][C:34]2[CH:36]=[CH:37][CH:38]=[C:32]([CH2:31][S:28]([C:24]([CH3:27])([CH3:26])[CH3:25])(=[O:30])=[O:29])[CH:33]=2)[N:17]=1)[C:2]1[CH:7]=[CH:6][CH:5]=[CH:4][CH:3]=1, predict the reactants needed to synthesize it.